Dataset: hERG potassium channel inhibition data for cardiac toxicity prediction from Karim et al.. Task: Regression/Classification. Given a drug SMILES string, predict its toxicity properties. Task type varies by dataset: regression for continuous values (e.g., LD50, hERG inhibition percentage) or binary classification for toxic/non-toxic outcomes (e.g., AMES mutagenicity, cardiotoxicity, hepatotoxicity). Dataset: herg_karim. (1) The molecule is CC(C)N(CCCNC(=O)Nc1ccc(C(C)(C)C)cc1)C[C@H]1O[C@@H](n2cc(Br)c3c(N)ncnc32)[C@H](O)[C@@H]1O. The result is 1 (blocker). (2) The molecule is C[C@@H]1CCCN1CCc1ccc2nc(-c3cc[nH]n3)ccc2c1. The result is 0 (non-blocker). (3) The compound is O=C(CO)N1CCC(c2[nH]nc(-c3ccc(Cl)cc3)c2-c2ccncn2)CC1. The result is 0 (non-blocker). (4) The drug is C=C[C@H]1C[C@]1(NC(=O)[C@@H]1C[C@@H]2CN1C(=O)[C@H](C(C)(C)C)NC(=O)OCCCC=Cc1ccc3ccnc(c3c1)O2)C(=O)NS(=O)(=O)C1CC1. The result is 0 (non-blocker).